This data is from Reaction yield outcomes from USPTO patents with 853,638 reactions. The task is: Predict the reaction yield, written as a fraction of the theoretical maximum amount of product (1.0 means a 100% yield; for example, 0.34 means a 34% yield). (1) The reactants are [CH2:1]([N:8]1[C:13](=O)[CH2:12][O:11][C@H:10]([CH3:15])[C@H:9]1[C:16]([O:18][CH2:19][C:20]1[CH:25]=[CH:24][CH:23]=[CH:22][CH:21]=1)=[O:17])[C:2]1[CH:7]=[CH:6][CH:5]=[CH:4][CH:3]=1.B.CO.O. The catalyst is C1COCC1. The product is [CH2:1]([N:8]1[CH2:13][CH2:12][O:11][C@H:10]([CH3:15])[C@H:9]1[C:16]([O:18][CH2:19][C:20]1[CH:25]=[CH:24][CH:23]=[CH:22][CH:21]=1)=[O:17])[C:2]1[CH:3]=[CH:4][CH:5]=[CH:6][CH:7]=1. The yield is 0.867. (2) The reactants are Cl[C:2]1[N:3]2[N:14]=[CH:13][C:12]([C:15]#[N:16])=[C:4]2[N:5]=[C:6]2[C:11]=1[CH2:10][CH2:9][CH2:8][CH2:7]2.[CH3:17][O:18][Na]. The catalyst is CO. The product is [CH3:17][O:18][C:2]1[N:3]2[N:14]=[CH:13][C:12]([C:15]#[N:16])=[C:4]2[N:5]=[C:6]2[C:11]=1[CH2:10][CH2:9][CH2:8][CH2:7]2. The yield is 0.210. (3) The reactants are [CH:1]([C:4]1[N:9]=[C:8]([NH2:10])[CH:7]=[N:6][CH:5]=1)([CH3:3])[CH3:2].C1COCC1.ClC(Cl)(O[C:20](=[O:26])OC(Cl)(Cl)Cl)Cl.[CH3:28][C:29]1[CH:34]=[C:33]([C:35]2[CH:36]=[CH:37][C:38]3[N:44]4[CH2:45][C@H:41]([CH2:42][CH2:43]4)[NH:40][C:39]=3[N:46]=2)[CH:32]=[CH:31][N:30]=1. The catalyst is C(Cl)Cl.CO. The product is [CH:1]([C:4]1[N:9]=[C:8]([NH:10][C:20]([N:40]2[C@@H:41]3[CH2:45][N:44]([CH2:43][CH2:42]3)[C:38]3[CH:37]=[CH:36][C:35]([C:33]4[CH:32]=[CH:31][N:30]=[C:29]([CH3:28])[CH:34]=4)=[N:46][C:39]2=3)=[O:26])[CH:7]=[N:6][CH:5]=1)([CH3:3])[CH3:2]. The yield is 0.181. (4) The reactants are CO[C:3](=[O:23])[CH:4]([N:6]1[C:10]2=[N:11][CH:12]=[CH:13][CH:14]=[C:9]2[C:8]([C:15]([O:17][C:18]([CH3:21])([CH3:20])[CH3:19])=[O:16])=[C:7]1[CH3:22])[CH3:5].Cl.[CH3:25][NH:26][O:27][CH3:28].C([Mg]Cl)(C)C. No catalyst specified. The product is [CH3:28][O:27][N:26]([CH3:25])[C:3](=[O:23])[CH:4]([N:6]1[C:10]2=[N:11][CH:12]=[CH:13][CH:14]=[C:9]2[C:8]([C:15]([O:17][C:18]([CH3:20])([CH3:21])[CH3:19])=[O:16])=[C:7]1[CH3:22])[CH3:5]. The yield is 0.603. (5) The reactants are [CH3:1][O:2][C:3](=[O:12])[C:4]1[C:9](Br)=[CH:8][N:7]=[C:6]([NH2:11])[CH:5]=1.[I-:13].[Na+].NC[CH2:17][CH2:18]N.C(O[CH2:24][CH3:25])(=O)C. The catalyst is C(O)CCCC.[Cu](I)I. The product is [CH2:1]([O:2][C:3](=[O:12])[C:4]1[C:9]([I:13])=[CH:8][N:7]=[C:6]([NH2:11])[CH:5]=1)[CH2:17][CH2:18][CH2:24][CH3:25]. The yield is 0.580. (6) The reactants are [F:1][C:2]1[CH:3]=[CH:4][C:5]2[N:6]([CH:8]=[C:9]([C:11]([NH:13][C@H:14]3[CH2:19][CH2:18][C@@H:17]([NH:20][C:21]([C:23]4[C:24]([NH:30][CH2:31][CH2:32][C:33]5[CH:38]=[CH:37][CH:36]=[CH:35][CH:34]=5)=[N:25][CH:26]=[C:27]([F:29])[CH:28]=4)=[O:22])[CH2:16][CH2:15]3)=[O:12])[N:10]=2)[CH:7]=1.[C:39](N1C=CN=C1)(N1C=CN=C1)=[O:40].[H-].[Na+]. The catalyst is CN(C)C=O. The product is [F:1][C:2]1[CH:3]=[CH:4][C:5]2[N:6]([CH:8]=[C:9]([C:11]([NH:13][C@H:14]3[CH2:15][CH2:16][C@@H:17]([N:20]4[C:21](=[O:22])[C:23]5[CH:28]=[C:27]([F:29])[CH:26]=[N:25][C:24]=5[N:30]([CH2:31][CH2:32][C:33]5[CH:38]=[CH:37][CH:36]=[CH:35][CH:34]=5)[C:39]4=[O:40])[CH2:18][CH2:19]3)=[O:12])[N:10]=2)[CH:7]=1. The yield is 0.270. (7) The reactants are [C:1]([C:5]1[N:6]([CH3:17])[C:7]2[C:12]([CH:13]=1)=[CH:11][C:10]([N+:14]([O-])=O)=[CH:9][CH:8]=2)([CH3:4])([CH3:3])[CH3:2]. The catalyst is CO.[Ni]. The product is [C:1]([C:5]1[N:6]([CH3:17])[C:7]2[C:12]([CH:13]=1)=[CH:11][C:10]([NH2:14])=[CH:9][CH:8]=2)([CH3:4])([CH3:2])[CH3:3]. The yield is 0.660.